This data is from Reaction yield outcomes from USPTO patents with 853,638 reactions. The task is: Predict the reaction yield, written as a fraction of the theoretical maximum amount of product (1.0 means a 100% yield; for example, 0.34 means a 34% yield). (1) The reactants are C[O:2][C:3](=[O:36])[C@@H:4]([NH:14][C:15]([C:17]1[C:18]([CH3:35])=[N:19][C:20]([NH:24][CH2:25][C:26]#[C:27][C:28]2[CH:33]=[CH:32][CH:31]=[C:30]([OH:34])[CH:29]=2)=[N:21][C:22]=1[CH3:23])=[O:16])[CH2:5][NH:6][C:7]([C:9]1[S:10][CH:11]=[CH:12][CH:13]=1)=[O:8].O.[OH-].[Li+]. The catalyst is O1CCOCC1.O. The product is [OH:34][C:30]1[CH:29]=[C:28]([C:27]#[C:26][CH2:25][NH:24][C:20]2[N:19]=[C:18]([CH3:35])[C:17]([C:15]([NH:14][C@@H:4]([CH2:5][NH:6][C:7]([C:9]3[S:10][CH:11]=[CH:12][CH:13]=3)=[O:8])[C:3]([OH:36])=[O:2])=[O:16])=[C:22]([CH3:23])[N:21]=2)[CH:33]=[CH:32][CH:31]=1. The yield is 0.950. (2) The reactants are [Cl:1][C:2]1[CH:7]=[CH:6][C:5]([C:8]([C:10]2[N:18]3[C:13]([CH:14]=[C:15]([OH:19])[CH:16]=[CH:17]3)=[C:12]([C:20](=[O:25])[C:21]([CH3:24])([CH3:23])[CH3:22])[C:11]=2[CH2:26][C:27]([CH3:34])([CH3:33])[C:28]([O:30][CH2:31][CH3:32])=[O:29])=[O:9])=[CH:4][CH:3]=1.[CH3:35][O:36][C:37]1[N:42]=[C:41]([CH2:43]O)[CH:40]=[CH:39][CH:38]=1.C1(P(C2C=CC=CC=2)C2C=CC=CC=2)C=CC=CC=1.CC(OC(/N=N/C(OC(C)C)=O)=O)C. The catalyst is C1COCC1. The product is [Cl:1][C:2]1[CH:3]=[CH:4][C:5]([C:8]([C:10]2[N:18]3[C:13]([CH:14]=[C:15]([O:19][CH2:43][C:41]4[CH:40]=[CH:39][CH:38]=[C:37]([O:36][CH3:35])[N:42]=4)[CH:16]=[CH:17]3)=[C:12]([C:20](=[O:25])[C:21]([CH3:23])([CH3:24])[CH3:22])[C:11]=2[CH2:26][C:27]([CH3:33])([CH3:34])[C:28]([O:30][CH2:31][CH3:32])=[O:29])=[O:9])=[CH:6][CH:7]=1. The yield is 0.160. (3) The reactants are [I:1][C:2]1[N:7]=[CH:6][C:5]([NH2:8])=[CH:4][CH:3]=1.N1C=CC=CC=1.[CH3:15][S:16](Cl)(=[O:18])=[O:17].C(O)(=O)C. The catalyst is ClCCl. The product is [I:1][C:2]1[N:7]=[CH:6][C:5]([NH:8][S:16]([CH3:15])(=[O:18])=[O:17])=[CH:4][CH:3]=1. The yield is 0.499. (4) The reactants are [C:1]([O:4][C@@H:5]1[C@@H:11]([O:12][C:13](=[O:15])[CH3:14])[C@:10]2([C:17]3[CH:22]=[CH:21][C:20]([Cl:23])=[C:19]([CH2:24][C:25]4[CH:30]=[CH:29][C:28]([O:31][CH2:32][CH3:33])=[CH:27][CH:26]=4)[CH:18]=3)[O:16][C@@:7]([CH2:34][O:35][C:36](=[O:38])[CH3:37])([CH2:8][O:9]2)[C@H:6]1[O:39][C:40](=[O:42])[CH3:41])(=[O:3])[CH3:2].BrN1C(=[O:49])CCC1=O.O.ClCCl. The catalyst is C(Cl)(Cl)(Cl)Cl.N(C(C)(C)C#N)=NC(C)(C)C#N. The product is [C:1]([O:4][C@@H:5]1[C@@H:11]([O:12][C:13](=[O:15])[CH3:14])[C@:10]2([C:17]3[CH:22]=[CH:21][C:20]([Cl:23])=[C:19]([CH:24]([C:25]4[CH:30]=[CH:29][C:28]([O:31][CH2:32][CH3:33])=[CH:27][CH:26]=4)[OH:49])[CH:18]=3)[O:16][C@@:7]([CH2:34][O:35][C:36](=[O:38])[CH3:37])([CH2:8][O:9]2)[C@H:6]1[O:39][C:40](=[O:42])[CH3:41])(=[O:3])[CH3:2]. The yield is 0.890. (5) The reactants are [OH-].[Na+].[CH3:3][N:4]([C:13]1[CH:14]=[C:15]([C:19]2[CH:24]=[CH:23][C:22]([CH2:25][CH2:26][C:27]([O:29]C)=[O:28])=[CH:21][CH:20]=2)[CH:16]=[CH:17][CH:18]=1)[C:5]([NH:7][CH2:8][CH2:9][CH2:10][CH2:11][CH3:12])=[O:6].O1CCCC1.CO.O. The catalyst is C(O)(=O)C. The product is [CH3:3][N:4]([C:13]1[CH:14]=[C:15]([C:19]2[CH:24]=[CH:23][C:22]([CH2:25][CH2:26][C:27]([OH:29])=[O:28])=[CH:21][CH:20]=2)[CH:16]=[CH:17][CH:18]=1)[C:5]([NH:7][CH2:8][CH2:9][CH2:10][CH2:11][CH3:12])=[O:6]. The yield is 0.270. (6) The reactants are Br[C:2]1[CH:3]=[C:4]([CH2:9][N:10]([CH3:23])[C:11]([C:13]2[CH:14]=[C:15]([CH:20]=[CH:21][CH:22]=2)[C:16]([O:18][CH3:19])=[O:17])=[O:12])[CH:5]=[CH:6][C:7]=1[F:8].[CH3:24][C:25]([O:28][C:29]([N:31]1[CH2:36][CH2:35][N:34]([CH2:37][C:38]2[CH:39]=[C:40](B(O)O)[CH:41]=[CH:42][CH:43]=2)[CH2:33][C@@H:32]1[CH3:47])=[O:30])([CH3:27])[CH3:26].C([O-])([O-])=O.[K+].[K+]. The catalyst is O1CCOCC1.O.C1C=CC([P]([Pd]([P](C2C=CC=CC=2)(C2C=CC=CC=2)C2C=CC=CC=2)([P](C2C=CC=CC=2)(C2C=CC=CC=2)C2C=CC=CC=2)[P](C2C=CC=CC=2)(C2C=CC=CC=2)C2C=CC=CC=2)(C2C=CC=CC=2)C2C=CC=CC=2)=CC=1. The product is [F:8][C:7]1[CH:6]=[CH:5][C:4]([CH2:9][N:10]([CH3:23])[C:11]([C:13]2[CH:22]=[CH:21][CH:20]=[C:15]([C:16]([O:18][CH3:19])=[O:17])[CH:14]=2)=[O:12])=[CH:3][C:2]=1[C:40]1[CH:41]=[CH:42][CH:43]=[C:38]([CH2:37][N:34]2[CH2:35][CH2:36][N:31]([C:29]([O:28][C:25]([CH3:27])([CH3:26])[CH3:24])=[O:30])[C@@H:32]([CH3:47])[CH2:33]2)[CH:39]=1. The yield is 0.690. (7) The reactants are Br[C:2]1[CH:3]=[C:4]([N:22]([CH2:29][CH3:30])[CH:23]2[CH2:28][CH2:27][O:26][CH2:25][CH2:24]2)[C:5]([CH3:21])=[C:6]([CH:20]=1)[C:7]([NH:9][CH2:10][C:11]1[C:12](=[O:19])[NH:13][C:14]([CH3:18])=[CH:15][C:16]=1[CH3:17])=[O:8].[F:31][C:32]1[CH:37]=[C:36]([CH:38]=[O:39])[CH:35]=[CH:34][C:33]=1B(O)O.C([O-])([O-])=O.[Na+].[Na+]. The catalyst is O1CCOCC1.O.C1C=CC([P]([Pd]([P](C2C=CC=CC=2)(C2C=CC=CC=2)C2C=CC=CC=2)([P](C2C=CC=CC=2)(C2C=CC=CC=2)C2C=CC=CC=2)[P](C2C=CC=CC=2)(C2C=CC=CC=2)C2C=CC=CC=2)(C2C=CC=CC=2)C2C=CC=CC=2)=CC=1. The product is [CH3:17][C:16]1[CH:15]=[C:14]([CH3:18])[NH:13][C:12](=[O:19])[C:11]=1[CH2:10][NH:9][C:7]([C:6]1[CH:20]=[C:2]([C:33]2[CH:34]=[CH:35][C:36]([CH:38]=[O:39])=[CH:37][C:32]=2[F:31])[CH:3]=[C:4]([N:22]([CH2:29][CH3:30])[CH:23]2[CH2:28][CH2:27][O:26][CH2:25][CH2:24]2)[C:5]=1[CH3:21])=[O:8]. The yield is 0.910. (8) The reactants are [OH:1][C:2]1[CH:7]=[CH:6][CH:5]=[CH:4][C:3]=1[C:8]1[CH:13]=[CH:12][CH:11]=[CH:10][CH:9]=1.[P:14](Cl)([Cl:17])([Cl:16])=[O:15]. The catalyst is [Cl-].[Mg+2].[Cl-]. The product is [C:3]1([C:8]2[CH:9]=[CH:10][CH:11]=[CH:12][CH:13]=2)[CH:4]=[CH:5][CH:6]=[CH:7][C:2]=1[O:1][P:14]([Cl:17])([Cl:16])=[O:15]. The yield is 0.247. (9) The reactants are C(O[C:4]([C:6]1[O:10][N:9]=[C:8]([C:11]2[N:16]=[C:15]([NH2:17])[N:14]=[C:13]([N:18]([CH3:25])[C:19]3[CH:24]=[CH:23][CH:22]=[CH:21][CH:20]=3)[N:12]=2)[N:7]=1)=[O:5])C.[CH2:26]([NH2:33])[C:27]1[CH:32]=[CH:31][CH:30]=[CH:29][CH:28]=1. The catalyst is C(O)C. The product is [CH2:26]([NH:33][C:4]([C:6]1[O:10][N:9]=[C:8]([C:11]2[N:16]=[C:15]([NH2:17])[N:14]=[C:13]([N:18]([CH3:25])[C:19]3[CH:24]=[CH:23][CH:22]=[CH:21][CH:20]=3)[N:12]=2)[N:7]=1)=[O:5])[C:27]1[CH:32]=[CH:31][CH:30]=[CH:29][CH:28]=1. The yield is 0.850.